Dataset: Forward reaction prediction with 1.9M reactions from USPTO patents (1976-2016). Task: Predict the product of the given reaction. Given the reactants [Br:1][C:2]1[CH:3]=[C:4]([NH:8][CH:9]=[C:10]([C:16]([O:18]CC)=O)[C:11]([O:13][CH2:14][CH3:15])=[O:12])[CH:5]=[N:6][CH:7]=1.O(C1C=CC=CC=1)C1C=CC=CC=1, predict the reaction product. The product is: [Br:1][C:2]1[CH:3]=[C:4]2[C:5]([C:16](=[O:18])[C:10]([C:11]([O:13][CH2:14][CH3:15])=[O:12])=[CH:9][NH:8]2)=[N:6][CH:7]=1.